From a dataset of NCI-60 drug combinations with 297,098 pairs across 59 cell lines. Regression. Given two drug SMILES strings and cell line genomic features, predict the synergy score measuring deviation from expected non-interaction effect. (1) Drug 1: C1=C(C(=O)NC(=O)N1)F. Drug 2: C1=NC(=NC(=O)N1C2C(C(C(O2)CO)O)O)N. Cell line: U251. Synergy scores: CSS=35.1, Synergy_ZIP=-12.4, Synergy_Bliss=-13.1, Synergy_Loewe=-12.8, Synergy_HSA=-12.6. (2) Drug 1: CN(C)C1=NC(=NC(=N1)N(C)C)N(C)C. Drug 2: CC=C1C(=O)NC(C(=O)OC2CC(=O)NC(C(=O)NC(CSSCCC=C2)C(=O)N1)C(C)C)C(C)C. Cell line: SK-MEL-2. Synergy scores: CSS=66.0, Synergy_ZIP=-2.38, Synergy_Bliss=-4.18, Synergy_Loewe=-66.1, Synergy_HSA=-6.21. (3) Drug 1: C1CC(=O)NC(=O)C1N2CC3=C(C2=O)C=CC=C3N. Drug 2: C(CC(=O)O)C(=O)CN.Cl. Cell line: OVCAR-4. Synergy scores: CSS=1.99, Synergy_ZIP=-2.75, Synergy_Bliss=-1.06, Synergy_Loewe=-3.01, Synergy_HSA=-1.57. (4) Drug 1: CC1OCC2C(O1)C(C(C(O2)OC3C4COC(=O)C4C(C5=CC6=C(C=C35)OCO6)C7=CC(=C(C(=C7)OC)O)OC)O)O. Drug 2: CCN(CC)CCNC(=O)C1=C(NC(=C1C)C=C2C3=C(C=CC(=C3)F)NC2=O)C. Cell line: UACC62. Synergy scores: CSS=36.1, Synergy_ZIP=-9.50, Synergy_Bliss=4.77, Synergy_Loewe=2.68, Synergy_HSA=5.29. (5) Drug 1: CCCS(=O)(=O)NC1=C(C(=C(C=C1)F)C(=O)C2=CNC3=C2C=C(C=N3)C4=CC=C(C=C4)Cl)F. Drug 2: CN(CCCl)CCCl.Cl. Cell line: NCI-H522. Synergy scores: CSS=18.7, Synergy_ZIP=-0.902, Synergy_Bliss=3.43, Synergy_Loewe=-5.83, Synergy_HSA=2.30.